From a dataset of Peptide-MHC class I binding affinity with 185,985 pairs from IEDB/IMGT. Regression. Given a peptide amino acid sequence and an MHC pseudo amino acid sequence, predict their binding affinity value. This is MHC class I binding data. The peptide sequence is LLGPGRPYR. The binding affinity (normalized) is 0.569. The MHC is HLA-A33:01 with pseudo-sequence HLA-A33:01.